Dataset: Reaction yield outcomes from USPTO patents with 853,638 reactions. Task: Predict the reaction yield, written as a fraction of the theoretical maximum amount of product (1.0 means a 100% yield; for example, 0.34 means a 34% yield). (1) The reactants are [O:1]([C:8]1[N:13]=[CH:12][N:11]=[C:10]([NH2:14])[CH:9]=1)[C:2]1[CH:7]=[CH:6][CH:5]=[CH:4][CH:3]=1.[C:15](N1C=CC=CC1=O)(N1C=CC=CC1=O)=[S:16]. The catalyst is C(Cl)Cl. The product is [N:14]([C:10]1[CH:9]=[C:8]([O:1][C:2]2[CH:3]=[CH:4][CH:5]=[CH:6][CH:7]=2)[N:13]=[CH:12][N:11]=1)=[C:15]=[S:16]. The yield is 0.850. (2) The reactants are [O:1]1[CH2:6][CH2:5][CH2:4][CH2:3][C@H:2]1[CH2:7][OH:8].[C:9]1([CH3:19])[CH:14]=[CH:13][C:12]([S:15](Cl)(=[O:17])=[O:16])=[CH:11][CH:10]=1. The catalyst is N1C=CC=CC=1. The product is [CH3:19][C:9]1[CH:14]=[CH:13][C:12]([S:15]([O:8][CH2:7][C@@H:2]2[CH2:3][CH2:4][CH2:5][CH2:6][O:1]2)(=[O:17])=[O:16])=[CH:11][CH:10]=1. The yield is 0.760. (3) The reactants are [C:1]([C:5]1[N:10]=[C:9]([N:11]2[CH2:16][CH2:15][N:14]([CH2:17][CH2:18][CH2:19][CH2:20][NH2:21])[CH2:13][CH2:12]2)[CH:8]=[C:7]([C:22]([F:25])([F:24])[F:23])[N:6]=1)([CH3:4])([CH3:3])[CH3:2].C1N=CN([C:31]([N:33]2[CH:37]=N[CH:35]=[CH:34]2)=[O:32])C=1.[N:38]1([CH:44]2CCNC[CH2:45]2)[CH2:43][CH2:42][CH2:41][CH2:40][CH2:39]1. The catalyst is C(Cl)(Cl)Cl.CO. The product is [C:1]([C:5]1[N:10]=[C:9]([N:11]2[CH2:16][CH2:15][N:14]([CH2:17][CH2:18][CH2:19][CH2:20][NH:21][C:31]([N:33]3[CH2:34][CH2:35][CH:44]([N:38]4[CH2:43][CH2:42][CH2:41][CH2:40][CH2:39]4)[CH2:45][CH2:37]3)=[O:32])[CH2:13][CH2:12]2)[CH:8]=[C:7]([C:22]([F:24])([F:25])[F:23])[N:6]=1)([CH3:4])([CH3:2])[CH3:3]. The yield is 0.410. (4) The reactants are [CH2:1]([O:8][C:9]1[CH:10]=[CH:11][C:12](Br)=[C:13]([CH:32]=1)[O:14][CH2:15][C@H:16]([NH2:31])[C:17]1[CH:22]=[CH:21][C:20]([O:23][CH2:24][C:25]2[CH:30]=[CH:29][CH:28]=[CH:27][CH:26]=2)=[CH:19][CH:18]=1)[C:2]1[CH:7]=[CH:6][CH:5]=[CH:4][CH:3]=1.C1(P(C2C=CC=CC=2)C2C=CC3C(=CC=CC=3)C=2C2C3C(=CC=CC=3)C=CC=2P(C2C=CC=CC=2)C2C=CC=CC=2)C=CC=CC=1.CC(C)([O-])C.[K+].O. The catalyst is C1(C)C=CC=CC=1.C1C=CC(/C=C/C(/C=C/C2C=CC=CC=2)=O)=CC=1.C1C=CC(/C=C/C(/C=C/C2C=CC=CC=2)=O)=CC=1.C1C=CC(/C=C/C(/C=C/C2C=CC=CC=2)=O)=CC=1.[Pd].[Pd].C(OCC)(=O)C.CCCCCC. The product is [CH2:1]([O:8][C:9]1[CH:10]=[CH:11][C:12]2[NH:31][C@H:16]([C:17]3[CH:22]=[CH:21][C:20]([O:23][CH2:24][C:25]4[CH:30]=[CH:29][CH:28]=[CH:27][CH:26]=4)=[CH:19][CH:18]=3)[CH2:15][O:14][C:13]=2[CH:32]=1)[C:2]1[CH:7]=[CH:6][CH:5]=[CH:4][CH:3]=1. The yield is 0.550. (5) The reactants are [Cl:1][CH2:2][C:3](=O)[CH2:4]C(OCC)=O.[C:11]([OH:14])(=[O:13])[CH3:12].[F:15][CH:16]([F:19])[CH2:17][NH2:18].[C:20]1(C)C=CC=C[CH:21]=1. The catalyst is C(O)C. The product is [Cl:1][CH2:2][C:3]([NH:18][CH2:17][CH:16]([F:19])[F:15])=[CH:4][CH2:12][C:11]([O:14][CH2:20][CH3:21])=[O:13]. The yield is 0.980. (6) The reactants are [I-].[CH3:2][S+](C)(C)=O.[H-].[Na+].[F:9][C:10]1[CH:11]=[C:12]2[C:16](=[CH:17][CH:18]=1)[NH:15][C:14](=[O:19])/[C:13]/2=[CH:20]/[C:21]1[CH:29]=[C:28]2[C:24]([C:25]([I:38])=[N:26][N:27]2[CH2:30][O:31][CH2:32][CH2:33][Si:34]([CH3:37])([CH3:36])[CH3:35])=[CH:23][CH:22]=1. The catalyst is CN(C=O)C. The product is [F:9][C:10]1[CH:11]=[C:12]2[C:16](=[CH:17][CH:18]=1)[NH:15][C:14](=[O:19])[C@:13]12[CH2:2][C@H:20]1[C:21]1[CH:29]=[C:28]2[C:24]([C:25]([I:38])=[N:26][N:27]2[CH2:30][O:31][CH2:32][CH2:33][Si:34]([CH3:37])([CH3:36])[CH3:35])=[CH:23][CH:22]=1. The yield is 0.460. (7) The reactants are [C:1]([C:5]1[N:6]=[C:7](O)[C:8]([C:11]([O:13][CH2:14][CH3:15])=[O:12])=[N:9][CH:10]=1)([CH3:4])([CH3:3])[CH3:2].O=P(Cl)(Cl)[Cl:19]. No catalyst specified. The product is [C:1]([C:5]1[N:6]=[C:7]([Cl:19])[C:8]([C:11]([O:13][CH2:14][CH3:15])=[O:12])=[N:9][CH:10]=1)([CH3:4])([CH3:3])[CH3:2]. The yield is 0.140.